Dataset: Reaction yield outcomes from USPTO patents with 853,638 reactions. Task: Predict the reaction yield, written as a fraction of the theoretical maximum amount of product (1.0 means a 100% yield; for example, 0.34 means a 34% yield). (1) The reactants are [CH2:1]([O:3][C:4]1[CH:5]=[C:6]([CH:12]([N:18]2[C:26](=[O:27])[C:25]3[C:20](=[CH:21][CH:22]=[CH:23][C:24]=3[NH2:28])[C:19]2=[O:29])[CH2:13][S:14]([CH3:17])(=[O:16])=[O:15])[CH:7]=[CH:8][C:9]=1[O:10][CH3:11])[CH3:2].[Br:30][CH:31](C)[C:32](Cl)=O.[CH3:36][OH:37]. The catalyst is CCOCC. The product is [Br:30][CH2:31][CH2:32][C:36]([NH:28][C:24]1[CH:23]=[CH:22][CH:21]=[C:20]2[C:25]=1[C:26](=[O:27])[N:18]([CH:12]([C:6]1[CH:7]=[CH:8][C:9]([O:10][CH3:11])=[C:4]([O:3][CH2:1][CH3:2])[CH:5]=1)[CH2:13][S:14]([CH3:17])(=[O:16])=[O:15])[C:19]2=[O:29])=[O:37]. The yield is 0.800. (2) The reactants are [CH2:1]([N:3]([CH2:27][CH3:28])[C:4]([C:6]1[CH:11]=[CH:10][C:9]([C:12]([C:19]2[CH:24]=[CH:23][CH:22]=[C:21]([O:25][CH3:26])[CH:20]=2)=[CH:13][C:14]([O:16][CH2:17][CH3:18])=[O:15])=[CH:8][CH:7]=1)=[O:5])[CH3:2]. The catalyst is CO.[Pd]. The product is [CH2:27]([N:3]([CH2:1][CH3:2])[C:4]([C:6]1[CH:7]=[CH:8][C:9]([CH:12]([C:19]2[CH:24]=[CH:23][CH:22]=[C:21]([O:25][CH3:26])[CH:20]=2)[CH2:13][C:14]([O:16][CH2:17][CH3:18])=[O:15])=[CH:10][CH:11]=1)=[O:5])[CH3:28]. The yield is 0.890. (3) The product is [F:28][C:9]1([F:8])[CH2:13][CH2:12][N:11]([CH2:14][CH:15]2[CH2:20][CH2:19][NH:18][CH2:17][CH2:16]2)[CH2:10]1. The reactants are C(O)(C(F)(F)F)=O.[F:8][C:9]1([F:28])[CH2:13][CH2:12][N:11]([CH2:14][CH:15]2[CH2:20][CH2:19][N:18](C(OC(C)(C)C)=O)[CH2:17][CH2:16]2)[CH2:10]1. The catalyst is C(Cl)Cl. The yield is 0.840. (4) The reactants are [CH3:1][O:2][C:3](=[O:18])[C:4]1[CH:16]=[C:15](I)[CH:14]=[C:6]([C:7]([N:9]([CH3:13])[CH2:10][CH2:11][CH3:12])=[O:8])[CH:5]=1.[F:19][C:20]1[CH:25]=[CH:24][CH:23]=[CH:22][C:21]=1B(O)O.C(=O)([O-])[O-].[K+].[K+]. The catalyst is C1C=CC(/C=C/C(/C=C/C2C=CC=CC=2)=O)=CC=1.C1C=CC(/C=C/C(/C=C/C2C=CC=CC=2)=O)=CC=1.C1C=CC(/C=C/C(/C=C/C2C=CC=CC=2)=O)=CC=1.[Pd].[Pd].O1CCOCC1. The product is [CH3:1][O:2][C:3]([C:4]1[CH:16]=[C:15]([C:21]2[CH:22]=[CH:23][CH:24]=[CH:25][C:20]=2[F:19])[CH:14]=[C:6]([C:7](=[O:8])[N:9]([CH3:13])[CH2:10][CH2:11][CH3:12])[CH:5]=1)=[O:18]. The yield is 0.450. (5) The reactants are C1C(=O)N([O:8][C:9]([O:11][N:12]2[C:17](=[O:18])[CH2:16][CH2:15][C:13]2=[O:14])=[O:10])C(=O)C1.CCN(CC)CC.[CH3:26][CH2:27][O:28][C:29]([CH3:31])=O. The catalyst is CC#N. The product is [O:28]1[CH2:29][CH2:31][C@H:26]([O:8][C:9](=[O:10])[O:11][N:12]2[C:13](=[O:14])[CH2:15][CH2:16][C:17]2=[O:18])[CH2:27]1. The yield is 0.920. (6) The reactants are [C:1]12([C:11]3[CH:21]=[CH:20][C:14]([O:15][CH2:16][C:17](O)=[O:18])=[CH:13][CH:12]=3)[CH2:10][CH:5]3[CH2:6][CH:7]([CH2:9][CH:3]([CH2:4]3)[CH2:2]1)[CH2:8]2.N[C:23]1[C:24]([CH3:29])=[CH:25][CH:26]=[N:27][CH:28]=1.CC[N:32](C(C)C)C(C)C.C(Cl)CCl.C1C=CC2N(O)N=NC=2C=1. The catalyst is CN(C=O)C. The product is [C:1]12([C:11]3[CH:12]=[CH:13][C:14]([O:15][CH2:16][C:17]([NH:32][C:26]4[CH:25]=[C:24]([CH3:29])[CH:23]=[CH:28][N:27]=4)=[O:18])=[CH:20][CH:21]=3)[CH2:10][CH:5]3[CH2:4][CH:3]([CH2:9][CH:7]([CH2:6]3)[CH2:8]1)[CH2:2]2. The yield is 0.500. (7) The reactants are [CH2:1]([OH:5])[CH2:2][C:3]#[CH:4].Br[C:7]1[CH:12]=[CH:11][C:10]([CH:13]2[CH2:15][CH2:14]2)=[CH:9][CH:8]=1. The catalyst is N1CCCCC1. The product is [CH:13]1([C:10]2[CH:11]=[CH:12][C:7]([C:4]#[C:3][CH2:2][CH2:1][OH:5])=[CH:8][CH:9]=2)[CH2:15][CH2:14]1. The yield is 0.900.